The task is: Predict the reactants needed to synthesize the given product.. This data is from Full USPTO retrosynthesis dataset with 1.9M reactions from patents (1976-2016). (1) Given the product [CH2:12]([O:19][C:20]1[CH:44]=[CH:43][C:42]([O:45][CH2:46][CH2:47][N:48]2[CH2:53][CH2:52][N:51]([CH2:8][CH2:9][CH2:10][OH:11])[CH2:50][CH2:49]2)=[CH:41][C:21]=1[C:22]([NH:24][C:25]1[CH:34]=[C:33]([C:35]2[CH:40]=[CH:39][CH:38]=[CH:37][CH:36]=2)[CH:32]=[CH:31][C:26]=1[C:27]([O:29][CH3:30])=[O:28])=[O:23])[C:13]1[CH:14]=[CH:15][CH:16]=[CH:17][CH:18]=1, predict the reactants needed to synthesize it. The reactants are: C(=O)([O-])[O-].[K+].[K+].Br[CH2:8][CH2:9][CH2:10][OH:11].[CH2:12]([O:19][C:20]1[CH:44]=[CH:43][C:42]([O:45][CH2:46][CH2:47][N:48]2[CH2:53][CH2:52][NH:51][CH2:50][CH2:49]2)=[CH:41][C:21]=1[C:22]([NH:24][C:25]1[CH:34]=[C:33]([C:35]2[CH:40]=[CH:39][CH:38]=[CH:37][CH:36]=2)[CH:32]=[CH:31][C:26]=1[C:27]([O:29][CH3:30])=[O:28])=[O:23])[C:13]1[CH:18]=[CH:17][CH:16]=[CH:15][CH:14]=1.C(=O)(O)[O-].[Na+]. (2) Given the product [C:37]([O:28][C:27]([C:26]1[CH:30]=[CH:31][CH:32]=[CH:33][C:25]=1[N:16]1[C:15](=[O:34])[C:14]2([CH2:13][CH2:12][N:11]([C:9]([O:8][CH2:1][C:2]3[CH:7]=[CH:6][CH:5]=[CH:4][CH:3]=3)=[O:10])[CH2:36][CH2:35]2)[N:18]([C:19]2[CH:24]=[CH:23][CH:22]=[CH:21][CH:20]=2)[CH2:17]1)=[O:29])([CH3:40])([CH3:39])[CH3:38], predict the reactants needed to synthesize it. The reactants are: [CH2:1]([O:8][C:9]([N:11]1[CH2:36][CH2:35][C:14]2([N:18]([C:19]3[CH:24]=[CH:23][CH:22]=[CH:21][CH:20]=3)[CH2:17][N:16]([C:25]3[CH:33]=[CH:32][CH:31]=[CH:30][C:26]=3[C:27]([OH:29])=[O:28])[C:15]2=[O:34])[CH2:13][CH2:12]1)=[O:10])[C:2]1[CH:7]=[CH:6][CH:5]=[CH:4][CH:3]=1.[C:37](OC(O[C:37]([CH3:40])([CH3:39])[CH3:38])N(C)C)([CH3:40])([CH3:39])[CH3:38]. (3) Given the product [O:13]=[C:3]([NH:4][C@@H:5]([C:7]1[CH:12]=[CH:11][CH:10]=[CH:9][CH:8]=1)[CH3:6])[C:2]([C@@H:14]([NH:19][C:20](=[O:36])[O:21][CH2:22][C:23]1([CH2:27][CH2:28][CH2:29][C:30]2[CH:31]=[CH:32][CH:33]=[CH:34][CH:35]=2)[CH2:24][CH2:25][CH2:26]1)[CH2:15][CH2:16][CH2:17][CH3:18])=[O:1], predict the reactants needed to synthesize it. The reactants are: [OH:1][CH:2]([C@@H:14]([NH:19][C:20](=[O:36])[O:21][CH2:22][C:23]1([CH2:27][CH2:28][CH2:29][C:30]2[CH:35]=[CH:34][CH:33]=[CH:32][CH:31]=2)[CH2:26][CH2:25][CH2:24]1)[CH2:15][CH2:16][CH2:17][CH3:18])[C:3](=[O:13])[NH:4][C@@H:5]([C:7]1[CH:12]=[CH:11][CH:10]=[CH:9][CH:8]=1)[CH3:6].OC([C@@H](NC(=O)OCC1(CCC2C=CC=CC=2)CCC1)CCCC)C(=O)N[C@@H](C1C=CC=CC=1)C.